This data is from Experimentally validated miRNA-target interactions with 360,000+ pairs, plus equal number of negative samples. The task is: Binary Classification. Given a miRNA mature sequence and a target amino acid sequence, predict their likelihood of interaction. (1) The protein sequence of the target gene is MAQAGRTGYDNREIVMKYIHYKLSQRGYEWDTGDEDSAPLRAAPTPGIFSFQPESNRTPAVHRDTAARTSPLRPLVANAGPALSPVPPVVHLTLRRAGDDFSRRYRRDFAEMSSQLHLTPFTARGRFATVVEELFRDGVNWGRIVAFFEFGGVMCVESVNREMSPLVDNIALWMTEYLNRHLHTWIQDNGGWDAFVELYGPSMRPLFDFSWLSLKTLLSLALVGACITLGAYLGHK. The miRNA is hsa-miR-5186 with sequence AGAGAUUGGUAGAAAUCAGGU. Result: 0 (no interaction). (2) The miRNA is hsa-miR-6731-5p with sequence UGGGAGAGCAGGGUAUUGUGGA. The protein sequence of the target gene is MGGLSARPTAGRTDPAGTCWGQDPGSKMATVIPGPLSLGEDFYREAIEHCRSYNARLCAERSLRLPFLDSQTGVAQNNCYIWMEKTHRGPGLAPGQIYTYPARCWRKKRRLNILEDPRLRPCEYKIDCEAPLKKEGGLPEGPVLEALLCAETGEKKIELKEEETIMDCQKQQLLEFPHDLEVEDLEDDIPRRKNRAKGKAYGIGGLRKRQDTASLEDRDKPYVCDKFYKELAWVPEAQRKHTAKKAPDGTVIPNGYCDFCLGGSKKTGCPEDLISCADCGRSGHPSCLQFTVNMTAAVRT.... Result: 1 (interaction). (3) The miRNA is hsa-miR-133b with sequence UUUGGUCCCCUUCAACCAGCUA. The protein sequence of the target gene is MALPSRILLWKLVLLQSSAVLLHSGSSVPAAAGSSVVSESAVSWEAGARAVLRCQSPRMVWTQDRLHDRQRVLHWDLRGPGGGPARRLLDLYSAGEQRVYEARDRGRLELSASAFDDGNFSLLIRAVEETDAGLYTCNLHHHYCHLYESLAVRLEVTDGPPATPAYWDGEKEVLAVARGAPALLTCVNRGHVWTDRHVEEAQQVVHWDRQPPGVPHDRADRLLDLYASGERRAYGPLFLRDRVAVGADAFERGDFSLRIEPLEVADEGTYSCHLHHHYCGLHERRVFHLTVAEPHAEPPP.... Result: 0 (no interaction). (4) The miRNA is hsa-miR-199b-5p with sequence CCCAGUGUUUAGACUAUCUGUUC. The protein sequence of the target gene is MAGAHSTPLWSRHLLKAVLMVLVALFLVHSASAQSHREFASPGQQKKETSADILTQIGRSLKEMLDTWLGPETMHVISETLLQVMWAISSAISVACFALSGIAAQLLSALGLDGEQLTQGLKLSPSQVQTLLLWGAAALVIYWLLSLLLGLVLALLGRILGGLKLVLFVAGFVALVRSVPDPSTRALMLLALLTLFALLSRLTGSRSSGSHLEAKVRGLERQIEELRGRQRRAAKMPRSMEEE. Result: 0 (no interaction). (5) The miRNA is hsa-miR-3620-5p with sequence GUGGGCUGGGCUGGGCUGGGCC. The protein sequence of the target gene is MITFVDSAAKERERESDKCLDPQLWHACAGGMVQMPPVSSKVYYFPQGHAEHAQGHGPVEFPGGRVPALVLCRVAGVRFMADPDTDEVFAKIRLVPVRANEQGYAGDADDGIGAAAAAAAQEEKPASFAKTLTQSDANNGGGFSVPRYCAETIFPRLDYSADPPVQTVLAKDVHGVVWKFRHIYRGTPRRHLLTTGWSTFVNQKKLVAGDSIVFMRTENGDLCVGIRRAKKGGVGGPEFLPPPPPPPPTPAAGGNYGGFSMFLRGDDDGNKMAAAARGKVRARVRPEEVVEAANLAVSGQ.... Result: 0 (no interaction).